From a dataset of Reaction yield outcomes from USPTO patents with 853,638 reactions. Predict the reaction yield, written as a fraction of the theoretical maximum amount of product (1.0 means a 100% yield; for example, 0.34 means a 34% yield). (1) The reactants are [CH3:1][C:2]([CH3:33])([CH3:32])[C:3]#[C:4][C:5]1[S:9][C:8]([C:10]([OH:12])=[O:11])=[C:7]([N:13]([CH:23]2[CH2:28][CH2:27][P:26]([O:30]C)(=[O:29])[CH2:25][CH2:24]2)[C:14]([C@H:16]2[CH2:21][CH2:20][C@H:19]([CH3:22])[CH2:18][CH2:17]2)=[O:15])[CH:6]=1.C[Si](Br)(C)C. The catalyst is C(Cl)Cl. The product is [CH3:32][C:2]([CH3:1])([CH3:33])[C:3]#[C:4][C:5]1[S:9][C:8]([C:10]([OH:12])=[O:11])=[C:7]([N:13]([CH:23]2[CH2:24][CH2:25][P:26]([OH:30])(=[O:29])[CH2:27][CH2:28]2)[C:14]([C@H:16]2[CH2:21][CH2:20][C@H:19]([CH3:22])[CH2:18][CH2:17]2)=[O:15])[CH:6]=1. The yield is 0.620. (2) The reactants are [CH2:1]([N:3]([CH2:7][CH3:8])[CH2:4][C:5]#[CH:6])[CH3:2].C(N(CC)CC)C.Br[C:17]1[N:37](S(C2C=CC=CC=2)(=O)=O)[C:20]2=[N:21][CH:22]=[C:23]([CH2:25][CH2:26][C:27]3[CH:32]=[C:31]([O:33][CH3:34])[CH:30]=[C:29]([O:35][CH3:36])[CH:28]=3)[N:24]=[C:19]2[CH:18]=1.C(=O)([O-])[O-].[K+].[K+]. The catalyst is CN(C)C=O.Cl[Pd](Cl)([P](C1C=CC=CC=1)(C1C=CC=CC=1)C1C=CC=CC=1)[P](C1C=CC=CC=1)(C1C=CC=CC=1)C1C=CC=CC=1.[Cu]I. The product is [CH3:34][O:33][C:31]1[CH:32]=[C:27]([CH2:26][CH2:25][C:23]2[N:24]=[C:19]3[CH:18]=[C:17]([C:6]#[C:5][CH2:4][N:3]([CH2:7][CH3:8])[CH2:1][CH3:2])[NH:37][C:20]3=[N:21][CH:22]=2)[CH:28]=[C:29]([O:35][CH3:36])[CH:30]=1. The yield is 0.200. (3) The yield is 0.640. The catalyst is C(Cl)(Cl)(Cl)Cl. The reactants are [CH2:1]([O:3][C:4]([C:6]1[C:10]([CH3:11])=[C:9]([C:12]2[CH:17]=[CH:16][C:15]([Cl:18])=[CH:14][CH:13]=2)[N:8]([C:19]2[CH:24]=[CH:23][CH:22]=[CH:21][C:20]=2[Cl:25])[N:7]=1)=[O:5])[CH3:2].[Br:26]N1C(=O)CCC1=O.CC(N=NC(C#N)(C)C)(C#N)C. The product is [CH2:1]([O:3][C:4]([C:6]1[C:10]([CH2:11][Br:26])=[C:9]([C:12]2[CH:17]=[CH:16][C:15]([Cl:18])=[CH:14][CH:13]=2)[N:8]([C:19]2[CH:24]=[CH:23][CH:22]=[CH:21][C:20]=2[Cl:25])[N:7]=1)=[O:5])[CH3:2]. (4) The reactants are CO[C:3](=[O:24])[C:4]1[CH:9]=[CH:8][C:7]([O:10][CH2:11][C:12]2[C:13]([C:18]3[CH:19]=[N:20][CH:21]=[CH:22][CH:23]=3)=[N:14][O:15][C:16]=2[CH3:17])=[N:6][CH:5]=1.COC(=O)C1C=CC(OCC2C(C3C=CC=C(F)C=3)=NOC=2C)=NC=1.[F:50][C:51]([F:55])([F:54])[CH2:52][NH2:53]. No catalyst specified. The product is [CH3:17][C:16]1[O:15][N:14]=[C:13]([C:18]2[CH:19]=[N:20][CH:21]=[CH:22][CH:23]=2)[C:12]=1[CH2:11][O:10][C:7]1[CH:8]=[CH:9][C:4]([C:3]([NH:53][CH2:52][C:51]([F:55])([F:54])[F:50])=[O:24])=[CH:5][N:6]=1. The yield is 0.890. (5) The catalyst is O1CCCC1. The product is [CH:25]1([N:5]2[C:6]3[C:11](=[CH:10][C:9]([F:23])=[CH:8][CH:7]=3)[N:12]([C:13](=[O:22])[C:14]3[CH:19]=[CH:18][C:17]([O:20][CH3:21])=[CH:16][CH:15]=3)[C@H:3]([CH2:1][CH3:2])[C:4]2=[O:24])[CH2:29][CH2:28][CH2:27][CH2:26]1. The reactants are [CH2:1]([C@H:3]1[N:12]([C:13](=[O:22])[C:14]2[CH:19]=[CH:18][C:17]([O:20][CH3:21])=[CH:16][CH:15]=2)[C:11]2[C:6](=[CH:7][CH:8]=[C:9]([F:23])[CH:10]=2)[NH:5][C:4]1=[O:24])[CH3:2].[CH:25]1(O)[CH2:29][CH2:28][CH2:27][CH2:26]1.C1(P(C2C=CC=CC=2)C2C=CC=CC=2)C=CC=CC=1.N(C(OCC)=O)=NC(OCC)=O. The yield is 0.360. (6) The reactants are Br[C:2]1[CH:3]=[C:4]2[C:8](=[C:9]([F:11])[CH:10]=1)[NH:7][C:6](=[O:12])[C:5]2([CH3:14])[CH3:13].[CH3:15][N:16]1[C:20]([C:21]#[N:22])=[CH:19][CH:18]=[C:17]1B(O)O.[F-].[K+]. No catalyst specified. The product is [F:11][C:9]1[CH:10]=[C:2]([C:17]2[N:16]([CH3:15])[C:20]([C:21]#[N:22])=[CH:19][CH:18]=2)[CH:3]=[C:4]2[C:8]=1[NH:7][C:6](=[O:12])[C:5]2([CH3:14])[CH3:13]. The yield is 0.800. (7) The reactants are [CH3:1][O:2][C:3]1[CH:4]=[C:5]([CH:30]=[CH:31][CH:32]=1)[CH2:6][C:7]1[C:8]2[CH2:29][NH:28][CH2:27][CH2:26][C:9]=2[N:10]=[C:11]([NH:13][C:14]2[CH:19]=[CH:18][C:17]([N:20]3[CH:24]=[CH:23][N:22]=[C:21]3[CH3:25])=[CH:16][CH:15]=2)[N:12]=1.[CH:33](=O)[CH2:34][OH:35]. No catalyst specified. The product is [CH3:1][O:2][C:3]1[CH:4]=[C:5]([CH:30]=[CH:31][CH:32]=1)[CH2:6][C:7]1[C:8]2[CH2:29][N:28]([CH2:33][CH2:34][OH:35])[CH2:27][CH2:26][C:9]=2[N:10]=[C:11]([NH:13][C:14]2[CH:15]=[CH:16][C:17]([N:20]3[CH:24]=[CH:23][N:22]=[C:21]3[CH3:25])=[CH:18][CH:19]=2)[N:12]=1. The yield is 0.130. (8) The reactants are [F:1][C:2]1[CH:3]=[CH:4][CH:5]=[C:6]2[C:11]=1[C:10](=[O:12])[O:9][C:8](=[O:13])[CH2:7]2.[C:14](OCC)(OCC)([O:16][CH2:17][CH3:18])[CH3:15]. No catalyst specified. The product is [CH2:14]([O:16]/[C:17](=[C:7]1/[C:8](=[O:13])[O:9][C:10](=[O:12])[C:11]2[C:6]/1=[CH:5][CH:4]=[CH:3][C:2]=2[F:1])/[CH3:18])[CH3:15]. The yield is 0.535.